This data is from Full USPTO retrosynthesis dataset with 1.9M reactions from patents (1976-2016). The task is: Predict the reactants needed to synthesize the given product. (1) Given the product [CH2:22]([O:29][C@@H:30]1[CH2:35][CH2:34][C@H:33]([NH:36][C:37]([NH:39][C:40]23[CH2:47][CH:46]4[CH2:48][CH:42]([CH2:43][CH:44]([CH2:45]4)[CH2:49]2)[CH2:41]3)=[O:38])[CH2:32][CH2:31]1)[C:23]1[CH:24]=[CH:25][CH:26]=[CH:27][CH:28]=1, predict the reactants needed to synthesize it. The reactants are: O[C@@H]1CC[C@H](NC(NC23CC4CC(CC(C4)C2)C3)=O)CC1.[CH2:22]([O:29][C@H:30]1[CH2:35][CH2:34][C@H:33]([NH:36][C:37]([NH:39][C:40]23[CH2:49][CH:44]4[CH2:45][CH:46]([CH2:48][CH:42]([CH2:43]4)[CH2:41]2)[CH2:47]3)=[O:38])[CH2:32][CH2:31]1)[C:23]1[CH:28]=[CH:27][CH:26]=[CH:25][CH:24]=1.C(Br)C1C=CC=CC=1.[H-].[Na+]. (2) The reactants are: [CH3:13][C:12]([O:11][C:9](O[C:9]([O:11][C:12]([CH3:15])([CH3:14])[CH3:13])=[O:10])=[O:10])([CH3:15])[CH3:14].[NH2:16][C:17]1[CH:18]=[C:19]([C:24]2[N:28]=[C:27]([CH2:29][CH2:30][C:31](=[O:33])[CH3:32])[O:26][N:25]=2)[CH:20]=[CH:21][C:22]=1[CH3:23]. Given the product [CH3:13][C:12]([CH3:15])([O:11][C:9]([N:16]([C:9]([O:11][C:12]([CH3:13])([CH3:14])[CH3:15])=[O:10])[C:17]1[CH:18]=[C:19]([C:24]2[N:28]=[C:27]([CH2:29][CH2:30][C:31](=[O:33])[CH3:32])[O:26][N:25]=2)[CH:20]=[CH:21][C:22]=1[CH3:23])=[O:10])[CH3:14], predict the reactants needed to synthesize it. (3) Given the product [Cl:12][C:13]1[N:14]=[CH:15][N:16]=[C:17]([NH:11][CH:7]([C:3]2[CH:2]=[N:1][CH:6]=[CH:5][CH:4]=2)[CH2:8][CH2:9][CH3:10])[CH:18]=1, predict the reactants needed to synthesize it. The reactants are: [N:1]1[CH:6]=[CH:5][CH:4]=[C:3]([CH:7]([NH2:11])[CH2:8][CH2:9][CH3:10])[CH:2]=1.[Cl:12][C:13]1[CH:18]=[C:17](Cl)[N:16]=[CH:15][N:14]=1.C(N(C(C)C)CC)(C)C. (4) Given the product [OH:9][C:16]1[C:17]([CH3:41])=[C:18]2[C:23]([NH:24][C:25]3[CH:26]=[CH:27][C:28]([O:31][C:32]4[CH:33]=[CH:34][CH:35]=[CH:36][CH:37]=4)=[CH:29][CH:30]=3)=[C:22]([C:38]#[N:39])[CH:21]=[N:20][N:19]2[CH:40]=1, predict the reactants needed to synthesize it. The reactants are: OO.B(F)(F)F.CC[O:9]CC.OC([C:16]1[C:17]([CH3:41])=[C:18]2[C:23]([NH:24][C:25]3[CH:30]=[CH:29][C:28]([O:31][C:32]4[CH:37]=[CH:36][CH:35]=[CH:34][CH:33]=4)=[CH:27][CH:26]=3)=[C:22]([C:38]#[N:39])[CH:21]=[N:20][N:19]2[CH:40]=1)(C)C. (5) The reactants are: [Cl:1][C:2]1[C:3]([C:22]2[S:26][C:25]([C:27]3([O:31][CH2:32][O:33][CH3:34])[CH2:30][CH2:29][CH2:28]3)=[N:24][CH:23]=2)=[C:4]2[CH:10]=[C:9](I)[N:8]([S:12]([C:15]3[CH:21]=[CH:20][C:18]([CH3:19])=[CH:17][CH:16]=3)(=[O:14])=[O:13])[C:5]2=[N:6][CH:7]=1.C(N(CC)CC)C.[C]=O. Given the product [Cl:1][C:2]1[C:3]([C:22]2[S:26][C:25]([C:27]3([O:31][CH2:32][O:33][CH3:34])[CH2:30][CH2:29][CH2:28]3)=[N:24][CH:23]=2)=[C:4]2[CH:10]=[C:9]([C:32]([O:31][CH3:27])=[O:33])[N:8]([S:12]([C:15]3[CH:21]=[CH:20][C:18]([CH3:19])=[CH:17][CH:16]=3)(=[O:14])=[O:13])[C:5]2=[N:6][CH:7]=1, predict the reactants needed to synthesize it.